From a dataset of Full USPTO retrosynthesis dataset with 1.9M reactions from patents (1976-2016). Predict the reactants needed to synthesize the given product. Given the product [Cl:1][C:2]1[CH:7]=[CH:6][C:5]([CH:8]([NH:10][C:11](=[O:26])[CH2:12][N:13]2[C:21]3[CH2:20][CH2:19][N:18]([CH3:29])[CH2:17][C:16]=3[C:15]([C:22]([F:24])([F:25])[F:23])=[N:14]2)[CH3:9])=[CH:4][CH:3]=1, predict the reactants needed to synthesize it. The reactants are: [Cl:1][C:2]1[CH:7]=[CH:6][C:5]([CH:8]([NH:10][C:11](=[O:26])[CH2:12][N:13]2[C:21]3[CH2:20][CH2:19][NH:18][CH2:17][C:16]=3[C:15]([C:22]([F:25])([F:24])[F:23])=[N:14]2)[CH3:9])=[CH:4][CH:3]=1.C=O.[C:29](=O)([O-])[O-].[Na+].[Na+].